This data is from Catalyst prediction with 721,799 reactions and 888 catalyst types from USPTO. The task is: Predict which catalyst facilitates the given reaction. (1) Reactant: [C:1]([C:5]1[CH:10]=[CH:9][C:8]([C:11]2[N:16]=[C:15]([C:17]3[CH:22]=[CH:21][C:20]([C:23]([CH3:26])([CH3:25])[CH3:24])=[CH:19][CH:18]=3)[N:14]=[C:13](Cl)[N:12]=2)=[CH:7][CH:6]=1)([CH3:4])([CH3:3])[CH3:2].[C:28]1([CH:35]=[CH:34][CH:33]=[C:31]([OH:32])[CH:30]=1)[OH:29].[Cl-].[Al+3].[Cl-].[Cl-]. Product: [C:1]([C:5]1[CH:10]=[CH:9][C:8]([C:11]2[N:16]=[C:15]([C:17]3[CH:22]=[CH:21][C:20]([C:23]([CH3:26])([CH3:25])[CH3:24])=[CH:19][CH:18]=3)[N:14]=[C:13]([C:33]3[CH:34]=[CH:35][C:28]([OH:29])=[CH:30][C:31]=3[OH:32])[N:12]=2)=[CH:7][CH:6]=1)([CH3:4])([CH3:3])[CH3:2]. The catalyst class is: 159. (2) The catalyst class is: 3. Reactant: [H-].[Na+].[CH3:3][O:4][C:5]([C:7]1([OH:22])[CH2:11][CH2:10][N:9]([C:12]([O:14][CH2:15][C:16]2[CH:21]=[CH:20][CH:19]=[CH:18][CH:17]=2)=[O:13])[CH2:8]1)=[O:6].[CH3:23]I.O. Product: [CH3:3][O:4][C:5]([C:7]1([O:22][CH3:23])[CH2:11][CH2:10][N:9]([C:12]([O:14][CH2:15][C:16]2[CH:21]=[CH:20][CH:19]=[CH:18][CH:17]=2)=[O:13])[CH2:8]1)=[O:6]. (3) Reactant: Cl[C:2]1[C:7]([C:8]([F:11])([F:10])[F:9])=[CH:6][CH:5]=[C:4]([O:12][CH3:13])[N:3]=1.[NH2:14][C:15]1[C:16]([C:30]([NH:32][C:33]2[C:38]([N:39]3[CH2:44][CH2:43][C:42]([NH:46][C:47](=[O:53])[O:48][C:49]([CH3:52])([CH3:51])[CH3:50])([CH3:45])[CH2:41][CH2:40]3)=[CH:37][CH:36]=[CH:35][N:34]=2)=[O:31])=[N:17][C:18](B2OC(C)(C)C(C)(C)O2)=[CH:19][N:20]=1.P([O-])([O-])([O-])=O.[K+].[K+].[K+]. Product: [NH2:14][C:15]1[C:16]([C:30]([NH:32][C:33]2[C:38]([N:39]3[CH2:40][CH2:41][C:42]([NH:46][C:47](=[O:53])[O:48][C:49]([CH3:52])([CH3:51])[CH3:50])([CH3:45])[CH2:43][CH2:44]3)=[CH:37][CH:36]=[CH:35][N:34]=2)=[O:31])=[N:17][C:18]([C:2]2[C:7]([C:8]([F:11])([F:10])[F:9])=[CH:6][CH:5]=[C:4]([O:12][CH3:13])[N:3]=2)=[CH:19][N:20]=1. The catalyst class is: 75. (4) The catalyst class is: 191. Reactant: [C:1]([O:5][C:6]([NH:8][CH2:9][C:10]1[CH:11]=[C:12]([C:16]2[CH:21]=[CH:20][CH:19]=[C:18]([CH2:22][O:23][C:24]3[CH:29]=[C:28]([C:30]#[N:31])[CH:27]=[CH:26][C:25]=3[CH2:32][C:33]([O:35][CH3:36])=[O:34])[CH:17]=2)[CH:13]=[CH:14][CH:15]=1)=[O:7])([CH3:4])([CH3:3])[CH3:2].O.[BH4-].[Na+].C([O-])(O)=O.[Na+]. Product: [NH2:31][CH2:30][C:28]1[CH:27]=[CH:26][C:25]([CH2:32][C:33]([O:35][CH3:36])=[O:34])=[C:24]([O:23][CH2:22][C:18]2[CH:17]=[C:16]([C:12]3[CH:13]=[CH:14][CH:15]=[C:10]([CH2:9][NH:8][C:6]([O:5][C:1]([CH3:4])([CH3:3])[CH3:2])=[O:7])[CH:11]=3)[CH:21]=[CH:20][CH:19]=2)[CH:29]=1.